Dataset: Forward reaction prediction with 1.9M reactions from USPTO patents (1976-2016). Task: Predict the product of the given reaction. (1) Given the reactants [F:1][C:2]1[CH:10]=[CH:9][CH:8]=[CH:7][C:3]=1[C:4]([OH:6])=O.C(N1C=CN=C1)(N1C=CN=C1)=O.[Mg+].[C:24]([O:30][CH2:31][CH3:32])(=[O:29])[CH2:25]C([O-])=O.Cl, predict the reaction product. The product is: [F:1][C:2]1[CH:10]=[CH:9][CH:8]=[CH:7][C:3]=1[C:4](=[O:6])[CH2:25][C:24]([O:30][CH2:31][CH3:32])=[O:29]. (2) Given the reactants [N:1]1([C:6]2[CH:18]=[CH:17][C:16]3[C:15]4[C:10](=[CH:11][CH:12]=[CH:13][CH:14]=4)[N:9]([C:19]4[CH:31]=[CH:30][C:29]5[C:28]6[C:23](=[CH:24][CH:25]=[CH:26][CH:27]=6)[NH:22][C:21]=5[CH:20]=4)[C:8]=3[CH:7]=2)[CH:5]=[CH:4][CH:3]=[N:2]1.CC(P(C(C)(C)C)C1C(C2C=CC=CC=2)=CC=CC=1)(C)C.CC([O-])(C)C.[Na+].Br[C:60]1[CH:65]=[C:64]([C:66]([CH3:69])([CH3:68])[CH3:67])[CH:63]=[CH:62][N:61]=1, predict the reaction product. The product is: [C:66]([C:64]1[CH:63]=[CH:62][N:61]=[C:60]([N:22]2[C:21]3[CH:20]=[C:19]([N:9]4[C:8]5[CH:7]=[C:6]([N:1]6[CH:5]=[CH:4][CH:3]=[N:2]6)[CH:18]=[CH:17][C:16]=5[C:15]5[C:10]4=[CH:11][CH:12]=[CH:13][CH:14]=5)[CH:31]=[CH:30][C:29]=3[C:28]3[C:23]2=[CH:24][CH:25]=[CH:26][CH:27]=3)[CH:65]=1)([CH3:69])([CH3:68])[CH3:67]. (3) Given the reactants [Cl:1][C:2]1[CH:3]=[CH:4][CH:5]=[C:6]2[C:10]=1[NH:9][N:8]=[C:7]2[C:11]1[CH:16]=[CH:15][C:14]([O:17][CH3:18])=[CH:13][C:12]=1[CH3:19].[H-].[Na+].I[CH:23]([CH3:25])[CH3:24], predict the reaction product. The product is: [Cl:1][C:2]1[CH:3]=[CH:4][CH:5]=[C:6]2[C:10]=1[N:9]([CH:23]([CH3:25])[CH3:24])[N:8]=[C:7]2[C:11]1[CH:16]=[CH:15][C:14]([O:17][CH3:18])=[CH:13][C:12]=1[CH3:19]. (4) Given the reactants [F:1][C:2]1[C:7]([F:8])=[CH:6][CH:5]=[CH:4][C:3]=1[C:9](=[CH2:40])[CH2:10][N:11]([CH2:29][C:30]1[CH:35]=[CH:34][C:33]([O:36][CH3:37])=[CH:32][C:31]=1[O:38][CH3:39])[C:12]([C@H:14]([NH:18][C:19](=[O:28])[O:20][CH2:21][C:22]1[CH:27]=[CH:26][CH:25]=[CH:24][CH:23]=1)[CH2:15]C=C)=[O:13], predict the reaction product. The product is: [F:1][C:2]1[C:7]([F:8])=[CH:6][CH:5]=[CH:4][C:3]=1[C:9]1[CH2:10][N:11]([CH2:29][C:30]2[CH:35]=[CH:34][C:33]([O:36][CH3:37])=[CH:32][C:31]=2[O:38][CH3:39])[C:12](=[O:13])[C@H:14]([NH:18][C:19](=[O:28])[O:20][CH2:21][C:22]2[CH:27]=[CH:26][CH:25]=[CH:24][CH:23]=2)[CH2:15][CH:40]=1. (5) The product is: [CH3:19][Si:16]([CH3:17])([CH3:18])[CH2:15][CH:3]([C:1]#[N:2])[CH2:9][C:10]([O:12][CH2:13][CH3:14])=[O:11]. Given the reactants [C:1]([C:3]([CH2:15][Si:16]([CH3:19])([CH3:18])[CH3:17])([CH2:9][C:10]([O:12][CH2:13][CH3:14])=[O:11])C(OCC)=O)#[N:2].O.[Br-].[Li+].Cl, predict the reaction product.